Predict the product of the given reaction. From a dataset of Forward reaction prediction with 1.9M reactions from USPTO patents (1976-2016). (1) Given the reactants [CH3:1][C@H:2]1[C@@H:4]([CH3:5])[O:3]1.CCOCC.[Mg+2].[Br-].[Br-].[C:14]1([C@@H:20]([NH2:22])[CH3:21])[CH:19]=[CH:18][CH:17]=[CH:16][CH:15]=1.[Cl-].[NH4+], predict the reaction product. The product is: [C:14]1([CH:20]([NH:22][CH:4]([CH3:5])[CH:2]([OH:3])[CH3:1])[CH3:21])[CH:19]=[CH:18][CH:17]=[CH:16][CH:15]=1. (2) Given the reactants CC(N(C)C)=O.Cl[C:8]1[N:13]=[C:12]([C:14]([NH:16][C:17]2[CH:21]=[CH:20][N:19]([CH3:22])[N:18]=2)=[O:15])[C:11]([S:23][C:24]2[CH:29]=[CH:28][C:27]([O:30][CH2:31][O:32][CH3:33])=[CH:26][CH:25]=2)=[CH:10][CH:9]=1.[CH3:34][N:35]1[CH:39]=[N:38][N:37]=[C:36]1[SH:40].N12CCCN=C1CCCCC2, predict the reaction product. The product is: [CH3:33][O:32][CH2:31][O:30][C:27]1[CH:28]=[CH:29][C:24]([S:23][C:11]2[C:12]([C:14]([NH:16][C:17]3[CH:21]=[CH:20][N:19]([CH3:22])[N:18]=3)=[O:15])=[N:13][C:8]([S:40][C:36]3[N:35]([CH3:34])[CH:39]=[N:38][N:37]=3)=[CH:9][CH:10]=2)=[CH:25][CH:26]=1.